Dataset: Merck oncology drug combination screen with 23,052 pairs across 39 cell lines. Task: Regression. Given two drug SMILES strings and cell line genomic features, predict the synergy score measuring deviation from expected non-interaction effect. (1) Drug 1: CCc1c2c(nc3ccc(O)cc13)-c1cc3c(c(=O)n1C2)COC(=O)C3(O)CC. Drug 2: Cn1cc(-c2cnn3c(N)c(Br)c(C4CCCNC4)nc23)cn1. Cell line: UWB1289. Synergy scores: synergy=10.9. (2) Drug 1: Nc1ccn(C2OC(CO)C(O)C2(F)F)c(=O)n1. Drug 2: NC(=O)c1cccc2cn(-c3ccc(C4CCCNC4)cc3)nc12. Cell line: VCAP. Synergy scores: synergy=9.33. (3) Drug 1: CCC1=CC2CN(C1)Cc1c([nH]c3ccccc13)C(C(=O)OC)(c1cc3c(cc1OC)N(C)C1C(O)(C(=O)OC)C(OC(C)=O)C4(CC)C=CCN5CCC31C54)C2. Drug 2: NC1(c2ccc(-c3nc4ccn5c(=O)[nH]nc5c4cc3-c3ccccc3)cc2)CCC1. Cell line: ZR751. Synergy scores: synergy=14.6. (4) Drug 1: COc1cc(C2c3cc4c(cc3C(OC3OC5COC(C)OC5C(O)C3O)C3COC(=O)C23)OCO4)cc(OC)c1O. Drug 2: Cc1nc(Nc2ncc(C(=O)Nc3c(C)cccc3Cl)s2)cc(N2CCN(CCO)CC2)n1. Cell line: OVCAR3. Synergy scores: synergy=107. (5) Drug 1: CN(C)C(=N)N=C(N)N. Drug 2: CCc1cnn2c(NCc3ccc[n+]([O-])c3)cc(N3CCCCC3CCO)nc12. Cell line: A2780. Synergy scores: synergy=-1.68. (6) Drug 1: Cn1nnc2c(C(N)=O)ncn2c1=O. Drug 2: CNC(=O)c1cc(Oc2ccc(NC(=O)Nc3ccc(Cl)c(C(F)(F)F)c3)cc2)ccn1. Cell line: HCT116. Synergy scores: synergy=10.9.